Dataset: Reaction yield outcomes from USPTO patents with 853,638 reactions. Task: Predict the reaction yield, written as a fraction of the theoretical maximum amount of product (1.0 means a 100% yield; for example, 0.34 means a 34% yield). (1) The reactants are C([O:3][C:4](=[O:41])[CH2:5][CH2:6][CH2:7][O:8][C:9]1[CH:14]=[CH:13][CH:12]=[C:11]([CH2:15][CH2:16][CH2:17][CH2:18][CH2:19][CH2:20][O:21][C:22]2[CH:27]=[C:26]([C:28](=[O:32])[N:29]([CH3:31])[CH3:30])[CH:25]=[C:24](Br)[CH:23]=2)[C:10]=1[CH2:34][CH2:35][C:36]([O:38]CC)=[O:37])C.[F:42][C:43]1[CH:48]=[CH:47][C:46](B(O)O)=[CH:45][CH:44]=1. No catalyst specified. The product is [C:36]([CH2:35][CH2:34][C:10]1[C:11]([CH2:15][CH2:16][CH2:17][CH2:18][CH2:19][CH2:20][O:21][C:22]2[CH:23]=[C:24]([C:46]3[CH:47]=[CH:48][C:43]([F:42])=[CH:44][CH:45]=3)[CH:25]=[C:26]([C:28](=[O:32])[N:29]([CH3:30])[CH3:31])[CH:27]=2)=[CH:12][CH:13]=[CH:14][C:9]=1[O:8][CH2:7][CH2:6][CH2:5][C:4]([OH:41])=[O:3])([OH:38])=[O:37]. The yield is 0.410. (2) The reactants are Cl[C:2]1[CH:7]=[C:6]([O:8][C:9]2[C:14]([F:15])=[CH:13][C:12]([NH:16][C:17]([C:19]3([C:22]([NH:24][C:25]4[CH:30]=[CH:29][C:28]([F:31])=[CH:27][CH:26]=4)=[O:23])[CH2:21][CH2:20]3)=[O:18])=[C:11]([F:32])[CH:10]=2)[CH:5]=[CH:4][N:3]=1.[CH:33]1([C:36]([NH2:38])=[O:37])[CH2:35][CH2:34]1.C(=O)([O-])[O-].[Cs+].[Cs+]. The catalyst is O1CCOCC1.ClCCl.C1C=CC(/C=C/C(/C=C/C2C=CC=CC=2)=O)=CC=1.C1C=CC(/C=C/C(/C=C/C2C=CC=CC=2)=O)=CC=1.C1C=CC(/C=C/C(/C=C/C2C=CC=CC=2)=O)=CC=1.[Pd].[Pd].CC1(C)C2C(=C(P(C3C=CC=CC=3)C3C=CC=CC=3)C=CC=2)OC2C(P(C3C=CC=CC=3)C3C=CC=CC=3)=CC=CC1=2. The product is [CH:33]1([C:36]([NH:38][C:2]2[CH:7]=[C:6]([O:8][C:9]3[C:14]([F:15])=[CH:13][C:12]([NH:16][C:17]([C:19]4([C:22]([NH:24][C:25]5[CH:26]=[CH:27][C:28]([F:31])=[CH:29][CH:30]=5)=[O:23])[CH2:21][CH2:20]4)=[O:18])=[C:11]([F:32])[CH:10]=3)[CH:5]=[CH:4][N:3]=2)=[O:37])[CH2:35][CH2:34]1. The yield is 0.860. (3) The reactants are [F:1][C:2]1[CH:10]=[C:9]([F:11])[C:8]([F:12])=[CH:7][C:3]=1[C:4]([OH:6])=[O:5].C(OC(O[C:16]([CH3:19])([CH3:18])[CH3:17])=O)(O[C:16]([CH3:19])([CH3:18])[CH3:17])=O.CCOC(C)=O. The catalyst is C(O)(C)(C)C.CN(C1C=CN=CC=1)C. The product is [F:1][C:2]1[CH:10]=[C:9]([F:11])[C:8]([F:12])=[CH:7][C:3]=1[C:4]([O:6][C:16]([CH3:19])([CH3:18])[CH3:17])=[O:5]. The yield is 0.930. (4) The reactants are [CH3:1][C:2]1[N:3]=[C:4]([N:12]2[CH2:16][CH2:15][NH:14][C:13]2=[O:17])[S:5][C:6]=1[C:7]([O:9][CH2:10][CH3:11])=[O:8].C(=O)([O-])[O-].[K+].[K+].[CH:24]1([CH2:27]Br)[CH2:26][CH2:25]1. The catalyst is [I-].C([N+](CCCC)(CCCC)CCCC)CCC.CC(C)=O. The product is [CH:24]1([CH2:27][N:14]2[CH2:15][CH2:16][N:12]([C:4]3[S:5][C:6]([C:7]([O:9][CH2:10][CH3:11])=[O:8])=[C:2]([CH3:1])[N:3]=3)[C:13]2=[O:17])[CH2:26][CH2:25]1. The yield is 0.960. (5) The catalyst is CO.[Pd]. The product is [NH2:20][C:5]1[CH:4]=[CH:3][C:2]([F:1])=[CH:7][C:6]=1[NH:8][CH:9]1[CH2:10][CH2:11][N:12]([C:15]([O:17][CH2:18][CH3:19])=[O:16])[CH2:13][CH2:14]1. The yield is 1.00. The reactants are [F:1][C:2]1[CH:3]=[CH:4][C:5]([N+:20]([O-])=O)=[C:6]([NH:8][CH:9]2[CH2:14][CH2:13][N:12]([C:15]([O:17][CH2:18][CH3:19])=[O:16])[CH2:11][CH2:10]2)[CH:7]=1. (6) The reactants are [Br:1][C:2]1[CH:6]=[C:5]([C:7]([O:9]CC)=[O:8])[N:4]([C:12]2[C:17]([Cl:18])=[CH:16][CH:15]=[CH:14][N:13]=2)[N:3]=1.[OH-].[Na+]. The catalyst is C(O)C. The product is [Br:1][C:2]1[CH:6]=[C:5]([C:7]([OH:9])=[O:8])[N:4]([C:12]2[C:17]([Cl:18])=[CH:16][CH:15]=[CH:14][N:13]=2)[N:3]=1. The yield is 0.910. (7) The reactants are Cl.Cl.[CH3:3][C@@:4]1([CH2:15][N:16]2[CH2:21][CH2:20][NH:19][CH2:18][CH2:17]2)[O:8][C:7]2=[N:9][C:10]([N+:12]([O-:14])=[O:13])=[CH:11][N:6]2[CH2:5]1.C(N(CC)CC)C.[Cl:29][C:30]1[CH:31]=[C:32]([CH:35]=[C:36]([Cl:38])[CH:37]=1)[CH2:33][OH:34].[C:39](N1C=CN=C1)(N1C=CN=C1)=[O:40]. The catalyst is O.CN(C=O)C. The product is [CH3:3][C@@:4]1([CH2:15][N:16]2[CH2:17][CH2:18][N:19]([C:39]([O:34][CH2:33][C:32]3[CH:31]=[C:30]([Cl:29])[CH:37]=[C:36]([Cl:38])[CH:35]=3)=[O:40])[CH2:20][CH2:21]2)[O:8][C:7]2=[N:9][C:10]([N+:12]([O-:14])=[O:13])=[CH:11][N:6]2[CH2:5]1. The yield is 0.530.